From a dataset of Choline transporter screen with 302,306 compounds. Binary Classification. Given a drug SMILES string, predict its activity (active/inactive) in a high-throughput screening assay against a specified biological target. (1) The compound is O=C(CCN1CCCCC1)c1ccc(OCCCC)cc1. The result is 0 (inactive). (2) The drug is Fc1ccc(NC(=O)NCc2oc(CN(CCCC)CC)cc2)cc1. The result is 0 (inactive). (3) The molecule is S(=O)(=O)(N)c1ccc(NC(=O)Cn2nc(c3c(c2=O)cccc3)C)cc1. The result is 0 (inactive). (4) The molecule is s1c(C(=O)N2CCN(CC2)c2ccc(NC(=O)CCC)cc2)ccc1. The result is 0 (inactive). (5) The molecule is O(c1c(cc(OC)cc1)/C=N\NC(=O)CC(=O)NCc1ccccc1)C. The result is 0 (inactive).